Dataset: Full USPTO retrosynthesis dataset with 1.9M reactions from patents (1976-2016). Task: Predict the reactants needed to synthesize the given product. Given the product [CH:17]1([C@H:13]([NH:12][C:10](=[O:11])[C@@H:9]([N:8]([CH3:24])[C:6](=[O:7])[O:5][C:1]([CH3:2])([CH3:3])[CH3:4])[CH3:23])[C:14](=[O:16])[N:43]2[CH2:44][CH2:45][CH2:46][C@H:42]2[C:40](=[O:41])[NH:39][C@H:31]2[C:32]3[C:37](=[CH:36][CH:35]=[CH:34][CH:33]=3)[CH2:38][C@H:30]2[O:29][CH2:26][C:27]#[CH:28])[CH2:22][CH2:21][CH2:20][CH2:19][CH2:18]1, predict the reactants needed to synthesize it. The reactants are: [C:1]([O:5][C:6]([N:8]([CH3:24])[C@@H:9]([CH3:23])[C:10]([NH:12][C@@H:13]([CH:17]1[CH2:22][CH2:21][CH2:20][CH2:19][CH2:18]1)[C:14]([OH:16])=O)=[O:11])=[O:7])([CH3:4])([CH3:3])[CH3:2].Cl.[CH2:26]([O:29][C@@H:30]1[CH2:38][C:37]2[C:32](=[CH:33][CH:34]=[CH:35][CH:36]=2)[C@@H:31]1[NH:39][C:40]([C@@H:42]1[CH2:46][CH2:45][CH2:44][NH:43]1)=[O:41])[C:27]#[CH:28].CN1CCOCC1.[Cl-].COC1N=C(OC)N=C([N+]2(C)CCOCC2)N=1.